From a dataset of Forward reaction prediction with 1.9M reactions from USPTO patents (1976-2016). Predict the product of the given reaction. (1) Given the reactants [Br:1][C:2]1[S:3][CH:4]=[CH:5][CH:6]=1.II.Br[C:10]1[S:11][C:12](Br)=[CH:13][CH:14]=1, predict the reaction product. The product is: [Br:1][C:2]1[S:3][C:4]([C:10]2[S:11][CH:12]=[CH:13][CH:14]=2)=[CH:5][CH:6]=1.[S:3]1[CH:4]=[CH:5][CH:6]=[C:2]1[C:10]1[S:11][C:12]([C:2]2[S:3][CH:4]=[CH:5][CH:6]=2)=[CH:13][CH:14]=1. (2) Given the reactants [Cl:1][C:2]1[C:10]2[N:9]=[C:8]3[N:11]([C:15]4[C:16]([CH3:23])=[N:17][C:18]([O:21][CH3:22])=[CH:19][CH:20]=4)[CH2:12][CH2:13][CH2:14][N:7]3[C:6]=2[C:5]([CH:24]([OH:27])[CH2:25][CH3:26])=[CH:4][CH:3]=1.Cl.C(N=C=NCCCN(C)C)C.C(N(CC)CC)C.[CH:47]1([C:50](O)=[O:51])[CH2:49][CH2:48]1, predict the reaction product. The product is: [CH:47]1([C:50]([O:27][CH:24]([C:5]2[C:6]3[N:7]4[CH2:14][CH2:13][CH2:12][N:11]([C:15]5[C:16]([CH3:23])=[N:17][C:18]([O:21][CH3:22])=[CH:19][CH:20]=5)[C:8]4=[N:9][C:10]=3[C:2]([Cl:1])=[CH:3][CH:4]=2)[CH2:25][CH3:26])=[O:51])[CH2:49][CH2:48]1. (3) Given the reactants [C:1]([OH:11])(=[O:10])[CH2:2][CH2:3][CH2:4][CH2:5][CH2:6][C:7]([OH:9])=O.[NH2:12][C:13]1[C:14]([CH3:19])=[CH:15][CH:16]=[CH:17][CH:18]=1, predict the reaction product. The product is: [O:9]=[C:7]([NH:12][C:13]1[CH:18]=[CH:17][CH:16]=[CH:15][C:14]=1[CH3:19])[CH2:6][CH2:5][CH2:4][CH2:3][CH2:2][C:1]([OH:11])=[O:10]. (4) Given the reactants [CH3:1][N:2]1[C:10]2[CH:9]=[C:8]3[O:11][CH2:12][CH2:13][O:14][C:7]3=[CH:6][C:5]=2[C:4]([C:19]2[CH:24]=[CH:23][CH:22]=[CH:21][C:20]=2[N+:25]([O-])=O)([C:15]([O:17]C)=O)[C:3]1=[O:28], predict the reaction product. The product is: [CH3:1][N:2]1[C:10]2[CH:9]=[C:8]3[O:11][CH2:12][CH2:13][O:14][C:7]3=[CH:6][C:5]=2[C:4]2([C:19]3[C:20](=[CH:21][CH:22]=[CH:23][CH:24]=3)[NH:25][C:15]2=[O:17])[C:3]1=[O:28]. (5) Given the reactants [OH:1][N:2]=[C:3](Cl)[C:4]1[CH:9]=[CH:8][CH:7]=[N:6][CH:5]=1.[C:11]([C:13]1[CH:18]=[CH:17][CH:16]=[C:15]([C:19]([F:22])([F:21])[F:20])[CH:14]=1)#[CH:12].N, predict the reaction product. The product is: [N:6]1[CH:7]=[CH:8][CH:9]=[C:4]([C:3]2[CH:12]=[C:11]([C:13]3[CH:18]=[CH:17][CH:16]=[C:15]([C:19]([F:20])([F:21])[F:22])[CH:14]=3)[O:1][N:2]=2)[CH:5]=1. (6) Given the reactants [NH2:1][C:2]1[S:6][N:5]=[C:4]([CH2:7][N:8]([CH3:16])[C:9]([C@H:11]2[CH2:15][CH2:14][CH2:13][O:12]2)=[O:10])[N:3]=1.N1C=CC=CC=1.Cl[C:24]([O:26][C:27]1[CH:32]=[CH:31][CH:30]=[CH:29][CH:28]=1)=[O:25], predict the reaction product. The product is: [C:27]1([O:26][C:24](=[O:25])[NH:1][C:2]2[S:6][N:5]=[C:4]([CH2:7][N:8]([CH3:16])[C:9]([C@H:11]3[CH2:15][CH2:14][CH2:13][O:12]3)=[O:10])[N:3]=2)[CH:32]=[CH:31][CH:30]=[CH:29][CH:28]=1. (7) Given the reactants Cl[C:2]([O:4][CH:5]([CH3:7])[CH3:6])=[O:3].C1(C)C=CC=CC=1.[CH3:15][O:16][C:17](=[O:31])[C:18]1[CH:23]=[C:22]([CH:24]=[CH2:25])[C:21]([C:26]([F:29])([F:28])[F:27])=[CH:20][C:19]=1[NH2:30].N1C=CC=CC=1, predict the reaction product. The product is: [CH3:15][O:16][C:17](=[O:31])[C:18]1[CH:23]=[C:22]([CH:24]=[CH2:25])[C:21]([C:26]([F:28])([F:27])[F:29])=[CH:20][C:19]=1[NH:30][C:2]([O:4][CH:5]([CH3:7])[CH3:6])=[O:3]. (8) Given the reactants [CH3:1][O:2][C:3]1[CH:11]=[C:10]2[C:6]([CH:7]=[CH:8][NH:9]2)=[C:5]2[CH:12]([CH3:24])[N:13]([C:17]([O:19][C:20]([CH3:23])([CH3:22])[CH3:21])=[O:18])[CH2:14][CH2:15][O:16][C:4]=12.[H-].[Na+].[CH3:27][O:28][C:29]1[CH:34]=[CH:33][C:32]([CH3:35])=[CH:31][C:30]=1[S:36](Cl)(=[O:38])=[O:37], predict the reaction product. The product is: [CH3:1][O:2][C:3]1[CH:11]=[C:10]2[C:6]([CH:7]=[CH:8][N:9]2[S:36]([C:30]2[CH:31]=[C:32]([CH3:35])[CH:33]=[CH:34][C:29]=2[O:28][CH3:27])(=[O:38])=[O:37])=[C:5]2[CH:12]([CH3:24])[N:13]([C:17]([O:19][C:20]([CH3:23])([CH3:22])[CH3:21])=[O:18])[CH2:14][CH2:15][O:16][C:4]=12. (9) Given the reactants [C:1]1([C:23]2[CH:28]=[CH:27][CH:26]=[CH:25][CH:24]=2)[CH:6]=[CH:5][CH:4]=[C:3]([NH:7][C:8](=[O:22])[CH2:9][CH2:10][CH2:11][CH2:12][CH2:13][NH:14]C(=O)OC(C)(C)C)[CH:2]=1.C(O)(C(F)(F)F)=O.C([O-])(O)=O.[Na+], predict the reaction product. The product is: [NH2:14][CH2:13][CH2:12][CH2:11][CH2:10][CH2:9][C:8]([NH:7][C:3]1[CH:2]=[C:1]([C:23]2[CH:24]=[CH:25][CH:26]=[CH:27][CH:28]=2)[CH:6]=[CH:5][CH:4]=1)=[O:22].